From a dataset of Buchwald-Hartwig C-N cross coupling reaction yields with 55,370 reactions. Predict the reaction yield, written as a fraction of the theoretical maximum amount of product (1.0 means a 100% yield; for example, 0.34 means a 34% yield). (1) The reactants are FC(F)(F)c1ccc(Cl)cc1.Cc1ccc(N)cc1.O=S(=O)(O[Pd]1c2ccccc2-c2ccccc2N~1)C(F)(F)F.COc1ccc(OC)c(P(C(C)(C)C)C(C)(C)C)c1-c1c(C(C)C)cc(C(C)C)cc1C(C)C.CCN=P(N=P(N(C)C)(N(C)C)N(C)C)(N(C)C)N(C)C.Cc1ccno1. No catalyst specified. The product is Cc1ccc(Nc2ccc(C(F)(F)F)cc2)cc1. The yield is 0.0317. (2) The reactants are COc1ccc(I)cc1.Cc1ccc(N)cc1.O=S(=O)(O[Pd]1c2ccccc2-c2ccccc2N~1)C(F)(F)F.COc1ccc(OC)c(P([C@]23C[C@H]4C[C@H](C[C@H](C4)C2)C3)[C@]23C[C@H]4C[C@H](C[C@H](C4)C2)C3)c1-c1c(C(C)C)cc(C(C)C)cc1C(C)C.CN1CCCN2CCCN=C12.COC(=O)c1cc(-c2ccco2)on1. No catalyst specified. The product is COc1ccc(Nc2ccc(C)cc2)cc1. The yield is 0.444.